Dataset: Full USPTO retrosynthesis dataset with 1.9M reactions from patents (1976-2016). Task: Predict the reactants needed to synthesize the given product. (1) Given the product [Cl:3][C:4]1[CH:5]=[C:6]([CH:11]([O:13][C:19]2[CH:20]=[CH:21][CH:22]=[C:15]([F:14])[C:16]=2[C:17]#[N:18])[CH3:12])[CH:7]=[CH:8][C:9]=1[Cl:10], predict the reactants needed to synthesize it. The reactants are: [H-].[Na+].[Cl:3][C:4]1[CH:5]=[C:6]([CH:11]([OH:13])[CH3:12])[CH:7]=[CH:8][C:9]=1[Cl:10].[F:14][C:15]1[CH:22]=[CH:21][CH:20]=[C:19](F)[C:16]=1[C:17]#[N:18]. (2) Given the product [CH:15]([C:2]1[CH:3]=[C:4]([N:8]2[CH:12]=[C:11]([CH2:13][OH:14])[N:10]=[CH:9]2)[CH:5]=[CH:6][CH:7]=1)=[CH2:16], predict the reactants needed to synthesize it. The reactants are: Br[C:2]1[CH:3]=[C:4]([N:8]2[CH:12]=[C:11]([CH2:13][OH:14])[N:10]=[CH:9]2)[CH:5]=[CH:6][CH:7]=1.[CH:15]([Sn](CCCC)(CCCC)CCCC)=[CH2:16]. (3) Given the product [C:30]([N:20]1[CH2:21][CH2:22][CH2:23][C@@H:19]1[CH2:18][O:17][C:14]1[CH:15]=[C:16]2[C:11](=[CH:12][C:13]=1[O:24][CH3:25])[N:10]=[CH:9][N:8]=[C:7]2[NH:6][C:5]1[CH:26]=[CH:27][CH:28]=[C:3]([Cl:2])[C:4]=1[F:29])(=[O:32])[CH3:31], predict the reactants needed to synthesize it. The reactants are: Cl.[Cl:2][C:3]1[C:4]([F:29])=[C:5]([CH:26]=[CH:27][CH:28]=1)[NH:6][C:7]1[C:16]2[C:11](=[CH:12][C:13]([O:24][CH3:25])=[C:14]([O:17][CH2:18][C@H:19]3[CH2:23][CH2:22][CH2:21][NH:20]3)[CH:15]=2)[N:10]=[CH:9][N:8]=1.[C:30](OC(=O)C)(=[O:32])[CH3:31]. (4) Given the product [C:38]([N:32]1[CH2:37][CH2:36][N:35]([C:30]2[C:25]([O:24][C:21]3[CH:22]=[CH:23][C:18]([N:10]([C:2]4[S:1][C:5]5[CH:6]=[CH:7][CH:8]=[CH:9][C:4]=5[N:3]=4)[C:11](=[O:17])[O:12][C:13]([CH3:16])([CH3:15])[CH3:14])=[CH:19][CH:20]=3)=[N:26][CH:27]=[CH:28][CH:29]=2)[CH2:34][CH2:33]1)(=[O:40])[CH3:39], predict the reactants needed to synthesize it. The reactants are: [S:1]1[C:5]2[CH:6]=[CH:7][CH:8]=[CH:9][C:4]=2[N:3]=[C:2]1[N:10]([C:18]1[CH:23]=[CH:22][C:21]([O:24][C:25]2[C:30](Br)=[CH:29][CH:28]=[CH:27][N:26]=2)=[CH:20][CH:19]=1)[C:11](=[O:17])[O:12][C:13]([CH3:16])([CH3:15])[CH3:14].[N:32]1([C:38](=[O:40])[CH3:39])[CH2:37][CH2:36][NH:35][CH2:34][CH2:33]1.C1C=CC(P(C2C=CC3C(=CC=CC=3)C=2C2C3C(=CC=CC=3)C=CC=2P(C2C=CC=CC=2)C2C=CC=CC=2)C2C=CC=CC=2)=CC=1.C(=O)([O-])[O-].[Cs+].[Cs+].